Task: Predict the product of the given reaction.. Dataset: Forward reaction prediction with 1.9M reactions from USPTO patents (1976-2016) (1) Given the reactants [C:1]([C:5]1[CH:10]=[CH:9][C:8]([S:11]([CH:14]2[CH2:19][CH2:18][NH:17][CH2:16][CH2:15]2)(=[O:13])=[O:12])=[CH:7][CH:6]=1)([CH3:4])([CH3:3])[CH3:2].Cl[C:21]1[CH:26]=[C:25]([C:27]([F:30])([F:29])[F:28])[CH:24]=[CH:23][N:22]=1.CCN(C(C)C)C(C)C, predict the reaction product. The product is: [C:1]([C:5]1[CH:6]=[CH:7][C:8]([S:11]([CH:14]2[CH2:15][CH2:16][N:17]([C:21]3[CH:26]=[C:25]([C:27]([F:30])([F:29])[F:28])[CH:24]=[CH:23][N:22]=3)[CH2:18][CH2:19]2)(=[O:13])=[O:12])=[CH:9][CH:10]=1)([CH3:4])([CH3:2])[CH3:3]. (2) Given the reactants [Cl:1][C:2]1[CH:3]=[C:4]([OH:11])[C:5]([N+:8]([O-:10])=[O:9])=[N:6][CH:7]=1.C(=O)([O-])[O-].[Cs+].[Cs+].[F:18][C:19]1[CH:26]=[CH:25][CH:24]=[C:23]([F:27])[C:20]=1[CH2:21]Br.O, predict the reaction product. The product is: [Cl:1][C:2]1[CH:3]=[C:4]([O:11][CH2:21][C:20]2[C:19]([F:18])=[CH:26][CH:25]=[CH:24][C:23]=2[F:27])[C:5]([N+:8]([O-:10])=[O:9])=[N:6][CH:7]=1. (3) Given the reactants C(OC([N:8]1[CH2:12][C@H:11]([CH2:13][C:14]2[CH:19]=[CH:18][CH:17]=[CH:16][CH:15]=2)[C@@H:10]([CH2:20][N:21]([CH2:29][C:30]2[CH:35]=[CH:34][CH:33]=[C:32]([CH2:36][NH2:37])[CH:31]=2)[C:22]2[CH:27]=[CH:26][C:25]([Cl:28])=[CH:24][CH:23]=2)[CH2:9]1)=O)(C)(C)C.[CH:38](OC1C=CC([N+]([O-])=O)=CC=1)=[O:39].CC#N.O.CC#N, predict the reaction product. The product is: [CH2:13]([C@H:11]1[CH2:12][NH:8][CH2:9][C@@H:10]1[CH2:20][N:21]([CH2:29][C:30]1[CH:31]=[C:32]([CH:33]=[CH:34][CH:35]=1)[CH2:36][NH:37][CH:38]=[O:39])[C:22]1[CH:27]=[CH:26][C:25]([Cl:28])=[CH:24][CH:23]=1)[C:14]1[CH:19]=[CH:18][CH:17]=[CH:16][CH:15]=1. (4) Given the reactants [CH:1]([Mg]Br)=[CH:2][CH2:3][CH3:4].[F:7][C:8]1[CH:9]=[CH:10][C:11]([O:17][CH3:18])=[C:12]([CH2:14][CH:15]=[O:16])[CH:13]=1.[Cl-].[NH4+], predict the reaction product. The product is: [CH3:18][O:17][C:11]1[CH:10]=[CH:9][C:8]([F:7])=[CH:13][C:12]=1[CH2:14][CH:15]([OH:16])[CH2:4][CH2:3][CH:2]=[CH2:1].